From a dataset of Catalyst prediction with 721,799 reactions and 888 catalyst types from USPTO. Predict which catalyst facilitates the given reaction. (1) The catalyst class is: 6. Reactant: [Br:1][C:2]1[CH:7]=[CH:6][C:5](SC)=[CH:4][C:3]=1[CH3:10].O[O:12][S:13]([O-:15])=O.[K+].[O-]S([O-])=O.[Na+].[Na+].[CH3:23]O. Product: [Br:1][C:2]1[CH:7]=[CH:6][C:5]([S:13]([CH3:23])(=[O:15])=[O:12])=[CH:4][C:3]=1[CH3:10]. (2) Reactant: Cl[C:2]1[C:7]([C:8]2[CH:13]=[CH:12][C:11]([F:14])=[CH:10][C:9]=2[F:15])=[CH:6][N:5]2[N:16]=[C:17]([CH3:19])[N:18]=[C:4]2[N:3]=1.[CH:20]([C:22]1[CH:27]=[CH:26][C:25](B(O)O)=[CH:24][CH:23]=1)=[O:21].C(=O)([O-])[O-].[Na+].[Na+]. Product: [F:15][C:9]1[CH:10]=[C:11]([F:14])[CH:12]=[CH:13][C:8]=1[C:7]1[C:2]([C:25]2[CH:26]=[CH:27][C:22]([CH:20]=[O:21])=[CH:23][CH:24]=2)=[N:3][C:4]2[N:5]([N:16]=[C:17]([CH3:19])[N:18]=2)[CH:6]=1. The catalyst class is: 622.